This data is from Retrosynthesis with 50K atom-mapped reactions and 10 reaction types from USPTO. The task is: Predict the reactants needed to synthesize the given product. (1) Given the product O=C(O)CCSc1cc(-c2ccccc2)nc2ccccc12, predict the reactants needed to synthesize it. The reactants are: O=C(O)CCS.O=C(O)CSc1cc(-c2ccccc2)nc2ccccc12. (2) Given the product CCC1(C)C(=O)C(C(=O)NCC(=O)O)=C(O)c2cc(Cl)ccc21, predict the reactants needed to synthesize it. The reactants are: CCC1(C)C(=O)C(C(=O)NCC(=O)OC(C)(C)C)=C(O)c2cc(Cl)ccc21. (3) Given the product CCCN(CC1CC1)c1nc(OC)ncc1CN(Cc1cc(C(F)(F)F)cc(C(F)(F)F)c1)c1ncc(OCCCC(=O)O)cn1, predict the reactants needed to synthesize it. The reactants are: CCCN(CC1CC1)c1nc(OC)ncc1CN(Cc1cc(C(F)(F)F)cc(C(F)(F)F)c1)c1ncc(OCCCC(=O)OCC)cn1. (4) Given the product CC1(C)CC(N2CCC2C(=O)N2C[C@H](S(=O)(=O)c3ccccc3Cl)C[C@H]2C(=O)NC2(C#N)CC2)CCO1, predict the reactants needed to synthesize it. The reactants are: CC1(C)CC(N2CCC2C(=O)[O-])CCO1.N#CC1(NC(=O)[C@@H]2C[C@@H](S(=O)(=O)c3ccccc3Cl)CN2)CC1. (5) Given the product CC(C)C[C@H](CO)Nc1nc(S[C@@H](C)c2cc(C#N)ccn2)nc2nc(N)sc12, predict the reactants needed to synthesize it. The reactants are: CC(C)C[C@H](CO)Nc1nc(S)nc2nc(N)sc12.C[C@@H](Cl)c1cc(C#N)ccn1. (6) Given the product COC(=O)c1ccc(S(C)(=O)=O)c(CBr)c1Cl, predict the reactants needed to synthesize it. The reactants are: COC(=O)c1ccc(S(C)(=O)=O)c(C)c1Cl.O=C1CCC(=O)N1Br. (7) Given the product FC(F)(F)Cc1n[nH]c2c1CCCC2, predict the reactants needed to synthesize it. The reactants are: NN.O=C1CCCCC1C(=O)CC(F)(F)F. (8) Given the product CC(C)(CCc1ccncc1)NC(=O)c1cnc(C2CC2)c(OCC2CC2)n1, predict the reactants needed to synthesize it. The reactants are: CC(C)(N)CCc1ccncc1.O=C(O)c1cnc(C2CC2)c(OCC2CC2)n1. (9) Given the product COc1cc(C[C@H](Nc2cccc(-c3ccccc3)c2)C(=O)O)cc(OC)c1OC, predict the reactants needed to synthesize it. The reactants are: Brc1cccc(-c2ccccc2)c1.COc1cc(C[C@H](N)C(=O)O)cc(OC)c1OC.